From a dataset of Forward reaction prediction with 1.9M reactions from USPTO patents (1976-2016). Predict the product of the given reaction. (1) Given the reactants [CH:1]1([CH2:6][CH:7]([N:11]2[C:19]3[C:14](=[CH:15][C:16]([O:20][C:21]([F:24])([F:23])[F:22])=[CH:17][CH:18]=3)[C:13](=[O:25])[C:12]2=[O:26])[C:8]([OH:10])=O)[CH2:5][CH2:4][CH2:3][CH2:2]1.[N:27]1[CH:32]=[CH:31][CH:30]=[CH:29][C:28]=1[NH2:33].C(N(CC)C(C)C)(C)C.F[P-](F)(F)(F)(F)F.N1(O[P+](N(C)C)(N(C)C)N(C)C)C2C=CC=CC=2N=N1, predict the reaction product. The product is: [CH:1]1([CH2:6][CH:7]([N:11]2[C:19]3[C:14](=[CH:15][C:16]([O:20][C:21]([F:24])([F:23])[F:22])=[CH:17][CH:18]=3)[C:13](=[O:25])[C:12]2=[O:26])[C:8]([NH:33][C:28]2[CH:29]=[CH:30][CH:31]=[CH:32][N:27]=2)=[O:10])[CH2:2][CH2:3][CH2:4][CH2:5]1. (2) Given the reactants [CH3:1][C:2]([CH3:56])([CH2:10][C:11]([O:13][C@H:14]1[CH2:31][CH2:30][C@@:29]2([CH3:32])[C@@H:16]([CH2:17][CH2:18][C@:19]3([CH3:53])[C@@H:28]2[CH2:27][CH2:26][C@H:25]2[C@@:20]3([CH3:52])[CH2:21][CH2:22][C@@:23]3(/[CH:40]=[CH:41]/[C:42](=[O:51])[NH:43][C:44]4[CH:49]=[CH:48][C:47]([CH3:50])=[CH:46][CH:45]=4)[CH2:35][C:34](=[O:36])[C:33]([CH:37]([CH3:39])[CH3:38])=[C:24]32)[C:15]1([CH3:55])[CH3:54])=[O:12])[C:3]([O:5]C(C)(C)C)=[O:4].C(O)(C(F)(F)F)=O, predict the reaction product. The product is: [CH:37]([C:33]1[C:34](=[O:36])[CH2:35][C@:23]2(/[CH:40]=[CH:41]/[C:42](=[O:51])[NH:43][C:44]3[CH:45]=[CH:46][C:47]([CH3:50])=[CH:48][CH:49]=3)[CH2:22][CH2:21][C@:20]3([CH3:52])[C@H:25]([CH2:26][CH2:27][C@H:28]4[C@@:19]3([CH3:53])[CH2:18][CH2:17][C@@H:16]3[C@:29]4([CH3:32])[CH2:30][CH2:31][C@H:14]([O:13][C:11](=[O:12])[CH2:10][C:2]([CH3:56])([CH3:1])[C:3]([OH:5])=[O:4])[C:15]3([CH3:54])[CH3:55])[C:24]=12)([CH3:39])[CH3:38].